Dataset: Reaction yield outcomes from USPTO patents with 853,638 reactions. Task: Predict the reaction yield, written as a fraction of the theoretical maximum amount of product (1.0 means a 100% yield; for example, 0.34 means a 34% yield). (1) The catalyst is O1CCCC1. The reactants are [C:1]1(P(C2C=CC=CC=2)C2C=CC=CC=2)C=CC=CC=1.N(C(OCC)=O)=NC(OCC)=O.[C:32]([O:36][C:37]([N:39]1[CH2:44][CH2:43][C@@H:42]([C:45]2[CH:50]=[CH:49][C:48]([F:51])=[CH:47][CH:46]=2)[C@@H:41]([C:52]([OH:54])=[O:53])[CH2:40]1)=[O:38])([CH3:35])([CH3:34])[CH3:33]. The yield is 0.940. The product is [CH3:1][O:53][C:52]([C@@H:41]1[C@H:42]([C:45]2[CH:46]=[CH:47][C:48]([F:51])=[CH:49][CH:50]=2)[CH2:43][CH2:44][N:39]([C:37]([O:36][C:32]([CH3:35])([CH3:33])[CH3:34])=[O:38])[CH2:40]1)=[O:54]. (2) The reactants are [NH2:1][C:2]1[CH:6]=[CH:5][S:4][C:3]=1[C:7]([NH2:9])=[O:8].CC[O-].[Na+].[CH2:14]([O:16][C:17](=[O:23])[C:18](OCC)=O)[CH3:15]. The catalyst is CCO. The product is [OH:8][C:7]1[C:3]2[S:4][CH:5]=[CH:6][C:2]=2[N:1]=[C:18]([C:17]([O:16][CH2:14][CH3:15])=[O:23])[N:9]=1. The yield is 0.740. (3) The reactants are [CH:1]1([C:7]2[C:15]3[C:14](=[O:16])[NH:13][C:12]([C:17]4[CH:22]=[CH:21][C:20]([S:23](Cl)(=[O:25])=[O:24])=[CH:19][CH:18]=4)=[N:11][C:10]=3[N:9]([CH3:27])[N:8]=2)[CH2:6][CH2:5][CH2:4][CH2:3][CH2:2]1.[NH:28]1[CH2:34][CH2:33][CH2:32][NH:31][CH2:30][CH2:29]1. No catalyst specified. The product is [CH:1]1([C:7]2[C:15]3[C:14](=[O:16])[NH:13][C:12]([C:17]4[CH:22]=[CH:21][C:20]([S:23]([N:28]5[CH2:34][CH2:33][CH2:32][NH:31][CH2:30][CH2:29]5)(=[O:25])=[O:24])=[CH:19][CH:18]=4)=[N:11][C:10]=3[N:9]([CH3:27])[N:8]=2)[CH2:6][CH2:5][CH2:4][CH2:3][CH2:2]1. The yield is 0.370. (4) The reactants are Cl.[Br:2][C:3]1[CH:10]=[CH:9][C:6]([CH2:7][NH2:8])=[CH:5][CH:4]=1.[OH-].[Na+].[CH3:13][C:14]([O:17][C:18](O[C:18]([O:17][C:14]([CH3:16])([CH3:15])[CH3:13])=[O:19])=[O:19])([CH3:16])[CH3:15]. The catalyst is O1CCOCC1. The product is [C:14]([O:17][C:18](=[O:19])[NH:8][CH2:7][C:6]1[CH:9]=[CH:10][C:3]([Br:2])=[CH:4][CH:5]=1)([CH3:16])([CH3:15])[CH3:13]. The yield is 0.960. (5) The reactants are [CH3:1][N:2]([CH3:13])[CH2:3][CH2:4][O:5][CH2:6][CH2:7][O:8][CH2:9][CH2:10][C:11]#[N:12].[NH2:14][OH:15]. The catalyst is CCO. The product is [CH3:13][N:2]([CH3:1])[CH2:3][CH2:4][O:5][CH2:6][CH2:7][O:8][CH2:9][CH2:10][C:11](=[N:14][OH:15])[NH2:12]. The yield is 0.901. (6) The product is [Br:1][C:2]1[C:3]([O:9][CH2:10][CH3:11])=[CH:4][C:5]([O:21][CH2:20][C:17]2[CH:18]=[CH:19][C:14]([O:13][CH3:12])=[CH:15][CH:16]=2)=[N:6][CH:7]=1. The reactants are [Br:1][C:2]1[C:3]([O:9][CH2:10][CH3:11])=[CH:4][C:5](Cl)=[N:6][CH:7]=1.[CH3:12][O:13][C:14]1[CH:19]=[CH:18][C:17]([CH2:20][OH:21])=[CH:16][CH:15]=1.[OH-].[K+].C1OCCOCCOCCOCCOCCOC1. The catalyst is C1(C)C=CC=CC=1.[Cl-].[Na+].O.COC(C)(C)C. The yield is 0.700.